This data is from Catalyst prediction with 721,799 reactions and 888 catalyst types from USPTO. The task is: Predict which catalyst facilitates the given reaction. (1) Reactant: [CH3:1][C:2]1[CH:7]=[CH:6][C:5]([N+:8]([O-])=O)=[CH:4][C:3]=1[NH:11][C:12]1[N:17]=[C:16]([C:18]2[CH:19]=[N:20][CH:21]=[CH:22][CH:23]=2)[CH:15]=[CH:14][N:13]=1. Product: [NH2:8][C:5]1[CH:6]=[CH:7][C:2]([CH3:1])=[C:3]([NH:11][C:12]2[N:17]=[C:16]([C:18]3[CH:19]=[N:20][CH:21]=[CH:22][CH:23]=3)[CH:15]=[CH:14][N:13]=2)[CH:4]=1. The catalyst class is: 78. (2) Reactant: [CH3:1][C:2]1C=[CH:5][NH:4][C:3]=1C=O.Cl.[NH2:10][OH:11].[C:12]([O-])(=O)[CH3:13].[Na+]. Product: [CH3:5][N:4]1[CH:3]=[CH:2][CH:1]=[C:12]1[CH:13]=[N:10][OH:11]. The catalyst class is: 5.